This data is from Forward reaction prediction with 1.9M reactions from USPTO patents (1976-2016). The task is: Predict the product of the given reaction. (1) Given the reactants [C:1]1([C:13]2[CH:18]=[CH:17][CH:16]=[CH:15][CH:14]=2)[CH:6]=[CH:5][CH:4]=[CH:3][C:2]=1[CH:7]([OH:12])[C:8](OC)=[O:9].O.[NH3:20], predict the reaction product. The product is: [C:1]1([C:13]2[CH:18]=[CH:17][CH:16]=[CH:15][CH:14]=2)[CH:6]=[CH:5][CH:4]=[CH:3][C:2]=1[CH:7]([OH:12])[C:8]([NH2:20])=[O:9]. (2) Given the reactants [CH3:1][O:2][C:3](=[O:26])[CH2:4][C@H:5]1[C:9]2[CH:10]=[CH:11][C:12]([O:14][C@H:15]3[C:23]4[C:18](=[C:19]([OH:25])[CH:20]=[CH:21][C:22]=4[F:24])[CH2:17][CH2:16]3)=[CH:13][C:8]=2[O:7][CH2:6]1.[N:27]1([C:32]([C:34]2[CH:39]=[CH:38][C:37](B(O)O)=[CH:36][CH:35]=2)=[O:33])[CH2:31][CH2:30][CH2:29][CH2:28]1, predict the reaction product. The product is: [CH3:1][O:2][C:3](=[O:26])[CH2:4][C@H:5]1[C:9]2[CH:10]=[CH:11][C:12]([O:14][C@H:15]3[C:23]4[C:18](=[C:19]([O:25][C:37]5[CH:36]=[CH:35][C:34]([C:32]([N:27]6[CH2:28][CH2:29][CH2:30][CH2:31]6)=[O:33])=[CH:39][CH:38]=5)[CH:20]=[CH:21][C:22]=4[F:24])[CH2:17][CH2:16]3)=[CH:13][C:8]=2[O:7][CH2:6]1. (3) Given the reactants CS(O[CH2:6][CH2:7][C:8]1[O:9][C:10]2[CH:16]=[CH:15][C:14]([C:17]3[CH:22]=[CH:21][C:20]([C:23]([N:25]4[CH2:30][CH2:29][O:28][CH2:27][CH2:26]4)=[O:24])=[CH:19][CH:18]=3)=[CH:13][C:11]=2[CH:12]=1)(=O)=O.[CH3:31][NH:32][CH3:33], predict the reaction product. The product is: [CH3:31][N:32]([CH3:33])[CH2:6][CH2:7][C:8]1[O:9][C:10]2[CH:16]=[CH:15][C:14]([C:17]3[CH:18]=[CH:19][C:20]([C:23]([N:25]4[CH2:30][CH2:29][O:28][CH2:27][CH2:26]4)=[O:24])=[CH:21][CH:22]=3)=[CH:13][C:11]=2[CH:12]=1.